Task: Regression. Given two drug SMILES strings and cell line genomic features, predict the synergy score measuring deviation from expected non-interaction effect.. Dataset: NCI-60 drug combinations with 297,098 pairs across 59 cell lines Drug 1: CN1C2=C(C=C(C=C2)N(CCCl)CCCl)N=C1CCCC(=O)O.Cl. Cell line: TK-10. Drug 2: C(CC(=O)O)C(=O)CN.Cl. Synergy scores: CSS=9.19, Synergy_ZIP=-1.95, Synergy_Bliss=0.869, Synergy_Loewe=1.37, Synergy_HSA=1.44.